Dataset: Forward reaction prediction with 1.9M reactions from USPTO patents (1976-2016). Task: Predict the product of the given reaction. Given the reactants [O:1]=[CH:2][C@@H:3]([C@H:5]([C@H:7]([C@@H:9]([CH2:11][OH:12])[OH:10])[OH:8])[OH:6])[OH:4].[CH2:13]([OH:35])[C@H:14]1[O:19][C@H:18]([O:20][CH2:21][C@H:22]2[O:26][C:25]([OH:29])([CH2:27][OH:28])[C@@H:24]([OH:30])[C@@H:23]2[OH:31])[C@H:17]([OH:32])[C@@H:16]([OH:33])[C@@H:15]1[OH:34], predict the reaction product. The product is: [O:1]=[CH:2][C@@H:3]([C@H:5]([C@H:7]([C@@H:9]([CH2:11][OH:12])[OH:10])[OH:8])[OH:6])[OH:4].[CH2:13]([OH:35])[C@H:14]1[O:19][C@H:18]([O:20][CH2:21][C@H:22]2[O:26][C:25]([OH:29])([CH2:27][OH:28])[C@@H:24]([OH:30])[C@@H:23]2[OH:31])[C@H:17]([OH:32])[C@@H:16]([OH:33])[C@@H:15]1[OH:34].[O:1]=[CH:2][C@@H:3]([C@H:5]([C@@H:7]([C@@H:9]([CH2:11][OH:12])[OH:10])[OH:8])[OH:6])[OH:4].